This data is from Full USPTO retrosynthesis dataset with 1.9M reactions from patents (1976-2016). The task is: Predict the reactants needed to synthesize the given product. (1) Given the product [Cl:23][C:8]1[CH:7]=[C:6]([NH:5][CH2:4][C:3]2[CH:24]=[CH:25][C:26]([C:28]([F:31])([F:30])[F:29])=[CH:27][C:2]=2[C:40]2[CH:41]=[CH:42][C:43]([C:46]([NH:48][CH2:49][CH2:50][C:51]([O:53][CH2:54][CH3:55])=[O:52])=[O:47])=[N:44][CH:45]=2)[CH:11]=[CH:10][C:9]=1[C:12]1[CH:17]=[CH:16][C:15]([C:18]([F:21])([F:20])[F:19])=[CH:14][C:13]=1[CH3:22], predict the reactants needed to synthesize it. The reactants are: Br[C:2]1[CH:27]=[C:26]([C:28]([F:31])([F:30])[F:29])[CH:25]=[CH:24][C:3]=1[CH2:4][NH:5][C:6]1[CH:11]=[CH:10][C:9]([C:12]2[CH:17]=[CH:16][C:15]([C:18]([F:21])([F:20])[F:19])=[CH:14][C:13]=2[CH3:22])=[C:8]([Cl:23])[CH:7]=1.CC1(C)C(C)(C)OB([C:40]2[CH:41]=[CH:42][C:43]([C:46]([NH:48][CH2:49][CH2:50][C:51]([O:53][CH2:54][CH3:55])=[O:52])=[O:47])=[N:44][CH:45]=2)O1.C([O-])([O-])=O.[K+].[K+].O. (2) Given the product [F:1][C:2]1[CH:7]=[CH:6][C:5]([C:8]2[C:9]3[N:10]([N:14]=[C:15]([NH:17][C:19]4[CH:24]=[CH:23][C:22]([N:25]5[CH:29]=[C:28]([CH3:30])[N:27]=[CH:26]5)=[C:21]([O:31][CH3:32])[CH:20]=4)[N:16]=3)[CH:11]=[CH:12][N:13]=2)=[CH:4][CH:3]=1, predict the reactants needed to synthesize it. The reactants are: [F:1][C:2]1[CH:7]=[CH:6][C:5]([C:8]2[C:9]3[N:10]([N:14]=[C:15]([NH2:17])[N:16]=3)[CH:11]=[CH:12][N:13]=2)=[CH:4][CH:3]=1.Br[C:19]1[CH:24]=[CH:23][C:22]([N:25]2[CH:29]=[C:28]([CH3:30])[N:27]=[CH:26]2)=[C:21]([O:31][CH3:32])[CH:20]=1. (3) The reactants are: [Br:1][C:2]1[CH:35]=[C:34]([F:36])[CH:33]=[CH:32][C:3]=1[O:4][C:5]1[C:6]([NH:20][C:21]2[S:22][CH:23]=[C:24]([CH:26]3[CH2:31][CH2:30][NH:29][CH2:28][CH2:27]3)[N:25]=2)=[N:7][CH:8]=[C:9]([S:11][C:12]2[CH:17]=[CH:16][CH:15]=[C:14]([O:18][CH3:19])[CH:13]=2)[CH:10]=1.C(N(CC)CC)C.[CH3:44][C:45](OC(C)=O)=[O:46].[ClH:51]. Given the product [ClH:51].[Br:1][C:2]1[CH:35]=[C:34]([F:36])[CH:33]=[CH:32][C:3]=1[O:4][C:5]1[C:6]([NH:20][C:21]2[S:22][CH:23]=[C:24]([CH:26]3[CH2:31][CH2:30][N:29]([C:45](=[O:46])[CH3:44])[CH2:28][CH2:27]3)[N:25]=2)=[N:7][CH:8]=[C:9]([S:11][C:12]2[CH:17]=[CH:16][CH:15]=[C:14]([O:18][CH3:19])[CH:13]=2)[CH:10]=1, predict the reactants needed to synthesize it. (4) The reactants are: [CH3:16][C:11]1([CH3:17])[C:12]([CH3:15])([CH3:14])[O:13][B:9]([B:9]2[O:13][C:12]([CH3:15])([CH3:14])[C:11]([CH3:17])([CH3:16])[O:10]2)[O:10]1.C([O-])(=O)C.[K+].Br[C:25]1[CH:26]=[C:27]2[C:32](=[CH:33][CH:34]=1)[N:31]=[C:30]([NH2:35])[C:29]([C:36]1[CH2:37][CH2:38][O:39][CH2:40][CH:41]=1)=[CH:28]2. Given the product [O:39]1[CH2:40][CH:41]=[C:36]([C:29]2[C:30]([NH2:35])=[N:31][C:32]3[C:27]([CH:28]=2)=[CH:26][C:25]([B:9]2[O:10][C:11]([CH3:16])([CH3:17])[C:12]([CH3:14])([CH3:15])[O:13]2)=[CH:34][CH:33]=3)[CH2:37][CH2:38]1, predict the reactants needed to synthesize it. (5) Given the product [N+:1]([C:4]1[CH:5]=[C:6]([CH:10]=[CH:11][CH:12]=1)[C:7]([NH:28][C:23]1[C:22]([NH:21][C:19](=[O:20])[C:18]2[CH:17]=[CH:16][C:15]([O:14][CH3:13])=[CH:30][CH:29]=2)=[CH:27][CH:26]=[CH:25][CH:24]=1)=[O:8])([O-:3])=[O:2], predict the reactants needed to synthesize it. The reactants are: [N+:1]([C:4]1[CH:5]=[C:6]([CH:10]=[CH:11][CH:12]=1)[C:7](Cl)=[O:8])([O-:3])=[O:2].[CH3:13][O:14][C:15]1[CH:30]=[CH:29][C:18]([C:19]([NH:21][C:22]2[C:23]([NH2:28])=[CH:24][CH:25]=[CH:26][CH:27]=2)=[O:20])=[CH:17][CH:16]=1. (6) The reactants are: [NH2:1][C@H:2]1[CH2:7][CH2:6][C@H:5]([NH2:8])[CH2:4][CH2:3]1.O.C1COCC1.[C:15]([O:19][C:20](O[C:20]([O:19][C:15]([CH3:18])([CH3:17])[CH3:16])=[O:21])=[O:21])([CH3:18])([CH3:17])[CH3:16]. Given the product [C:15]([O:19][C:20]([NH:1][CH:2]1[CH2:7][CH2:6][CH:5]([NH2:8])[CH2:4][CH2:3]1)=[O:21])([CH3:18])([CH3:17])[CH3:16], predict the reactants needed to synthesize it. (7) Given the product [Cl:1][C:2]1[CH:10]=[C:9]2[C:5]([C:6]([C:15]([N:17]3[CH2:22][CH2:21][CH:20]([C:23]4[CH:28]=[CH:27][CH:26]=[CH:25][C:24]=4[O:29][C:30]([F:33])([F:32])[F:31])[CH2:19][CH2:18]3)=[O:16])=[CH:7][N:8]2[CH2:11][C:12]([NH2:34])=[O:14])=[CH:4][CH:3]=1, predict the reactants needed to synthesize it. The reactants are: [Cl:1][C:2]1[CH:10]=[C:9]2[C:5]([C:6]([C:15]([N:17]3[CH2:22][CH2:21][CH:20]([C:23]4[CH:28]=[CH:27][CH:26]=[CH:25][C:24]=4[O:29][C:30]([F:33])([F:32])[F:31])[CH2:19][CH2:18]3)=[O:16])=[CH:7][N:8]2[CH2:11][C:12]([OH:14])=O)=[CH:4][CH:3]=1.[NH3:34].